From a dataset of Catalyst prediction with 721,799 reactions and 888 catalyst types from USPTO. Predict which catalyst facilitates the given reaction. (1) Reactant: [F:1][C:2]1[CH:3]=[C:4]([CH2:9][CH2:10][OH:11])[CH:5]=[C:6]([F:8])[CH:7]=1.N1C=CN=C1.[CH:17]([Si:20](Cl)([CH:24]([CH3:26])[CH3:25])[CH:21]([CH3:23])[CH3:22])([CH3:19])[CH3:18]. Product: [F:1][C:2]1[CH:3]=[C:4]([CH2:9][CH2:10][O:11][Si:20]([CH:24]([CH3:26])[CH3:25])([CH:21]([CH3:23])[CH3:22])[CH:17]([CH3:19])[CH3:18])[CH:5]=[C:6]([F:8])[CH:7]=1. The catalyst class is: 34. (2) Reactant: Cl[C:2]1[C:6]2[CH:7]=[CH:8][CH:9]=[CH:10][C:5]=2[O:4][N:3]=1.[NH2:11][CH2:12][CH:13]1[CH2:18][CH2:17][N:16]([CH2:19][C:20]2[CH:25]=[CH:24][CH:23]=[CH:22][CH:21]=2)[CH2:15][CH2:14]1.C([O-])([O-])=O.[K+].[K+].O. Product: [C:20]1([CH2:19][N:16]2[CH2:17][CH2:18][CH:13]([CH2:12][NH:11][C:2]3[C:6]4[CH:7]=[CH:8][CH:9]=[CH:10][C:5]=4[O:4][N:3]=3)[CH2:14][CH2:15]2)[CH:21]=[CH:22][CH:23]=[CH:24][CH:25]=1. The catalyst class is: 197. (3) Reactant: [CH3:1][S:2]([CH:5]=[CH2:6])(=[O:4])=[O:3].[Cl:7][C:8]1[CH:17]=[CH:16][C:15]2[CH2:14][NH:13][CH2:12][CH2:11][C:10]=2[N:9]=1. Product: [Cl:7][C:8]1[CH:17]=[CH:16][C:15]2[CH2:14][N:13]([CH2:6][CH2:5][S:2]([CH3:1])(=[O:4])=[O:3])[CH2:12][CH2:11][C:10]=2[N:9]=1. The catalyst class is: 14.